Predict the reaction yield, written as a fraction of the theoretical maximum amount of product (1.0 means a 100% yield; for example, 0.34 means a 34% yield). From a dataset of Reaction yield outcomes from USPTO patents with 853,638 reactions. (1) The reactants are [C:1]([C:3]1[CH:8]=[CH:7][C:6]([CH2:9][CH2:10][CH2:11][CH2:12][CH2:13][CH2:14][CH2:15][CH3:16])=[CH:5][CH:4]=1)#[CH:2].C1CCCCC1.[CH3:23][C:24]1([CH3:31])[O:29][CH2:28][C:27](=[O:30])[CH2:26][O:25]1. The catalyst is C1COCC1.CCOCC. The product is [CH3:23][C:24]1([CH3:31])[O:29][CH2:28][C:27]([C:2]#[C:1][C:3]2[CH:8]=[CH:7][C:6]([CH2:9][CH2:10][CH2:11][CH2:12][CH2:13][CH2:14][CH2:15][CH3:16])=[CH:5][CH:4]=2)([OH:30])[CH2:26][O:25]1. The yield is 0.630. (2) The product is [C:1]([O:9][CH2:10][C:12]1[CH:17]=[CH:16][CH:15]=[CH:14][CH:13]=1)(=[O:8])[C:2]1[CH:7]=[CH:6][CH:5]=[CH:4][CH:3]=1. The reactants are [C:1]([O:9][CH3:10])(=[O:8])[C:2]1[CH:7]=[CH:6][CH:5]=[CH:4][CH:3]=1.C(O)[C:12]1[CH:17]=[CH:16][CH:15]=[CH:14][CH:13]=1. The yield is 0.920. The catalyst is [Zn]. (3) The reactants are [CH2:1]([N:6]1[C:16]2[C:11](=[CH:12][CH:13]=[CH:14][CH:15]=2)[C:9](=O)[C:7]1=[O:8])[CH2:2][CH:3]([CH3:5])[CH3:4].Cl. The catalyst is CS(C)=O. The product is [CH2:1]([N:6]1[C:16]2[C:11](=[CH:12][CH:13]=[CH:14][CH:15]=2)[CH2:9][C:7]1=[O:8])[CH2:2][CH:3]([CH3:5])[CH3:4]. The yield is 0.710. (4) The reactants are [OH:1][N:2]=[C:3]([Cl:13])[C@H:4]1[C:8]([CH3:10])([CH3:9])[O:7][C:6]([CH3:12])([CH3:11])[O:5]1.[CH3:14][S:15](Cl)(=[O:17])=[O:16].C(N(CC)CC)C. The catalyst is CCOCC. The product is [CH3:11][C:6]1([CH3:12])[O:5][C@@H:4]([C:3]([Cl:13])=[N:2][O:1][S:15]([CH3:14])(=[O:17])=[O:16])[C:8]([CH3:9])([CH3:10])[O:7]1. The yield is 0.662. (5) The reactants are Cl.[CH:2]1[C:12]2[CH2:11][CH2:10][C:9]3[CH:13]=[CH:14][CH:15]=[CH:16][C:8]=3[C:7](=[CH:17][CH2:18][CH2:19][NH2:20])[C:6]=2[CH:5]=[CH:4][CH:3]=1.C(N(CC)CC)C.[F:28][C:29]1[CH:34]=[CH:33][C:32]([S:35](Cl)(=[O:37])=[O:36])=[CH:31][CH:30]=1. The catalyst is CN(C=O)C. The product is [CH:2]1[C:12]2[CH2:11][CH2:10][C:9]3[CH:13]=[CH:14][CH:15]=[CH:16][C:8]=3[C:7](=[CH:17][CH2:18][CH2:19][NH:20][S:35]([C:32]3[CH:33]=[CH:34][C:29]([F:28])=[CH:30][CH:31]=3)(=[O:37])=[O:36])[C:6]=2[CH:5]=[CH:4][CH:3]=1. The yield is 0.920. (6) The reactants are [Cl-].O[NH3+:3].[C:4](=[O:7])([O-])[OH:5].[Na+].CS(C)=O.[CH2:13]([C:17]1[N:18]=[C:19]([CH3:46])[N:20]([CH2:39][CH:40]2[CH2:45][CH2:44][CH2:43][CH2:42][CH2:41]2)[C:21](=[O:38])[C:22]=1[CH2:23][C:24]1[CH:29]=[CH:28][C:27]([C:30]2[C:31]([C:36]#[N:37])=[CH:32][CH:33]=[CH:34][CH:35]=2)=[CH:26][CH:25]=1)[CH2:14][CH2:15][CH3:16]. The catalyst is C(OCC)(=O)C. The product is [CH2:13]([C:17]1[N:18]=[C:19]([CH3:46])[N:20]([CH2:39][CH:40]2[CH2:45][CH2:44][CH2:43][CH2:42][CH2:41]2)[C:21](=[O:38])[C:22]=1[CH2:23][C:24]1[CH:29]=[CH:28][C:27]([C:30]2[CH:35]=[CH:34][CH:33]=[CH:32][C:31]=2[C:36]2[NH:3][C:4](=[O:7])[O:5][N:37]=2)=[CH:26][CH:25]=1)[CH2:14][CH2:15][CH3:16]. The yield is 0.330.